Predict the reactants needed to synthesize the given product. From a dataset of Retrosynthesis with 50K atom-mapped reactions and 10 reaction types from USPTO. Given the product COC, predict the reactants needed to synthesize it. The reactants are: CI.CO.